The task is: Predict the reactants needed to synthesize the given product.. This data is from Full USPTO retrosynthesis dataset with 1.9M reactions from patents (1976-2016). (1) Given the product [F:1][C:2]1[CH:7]=[CH:6][C:5]([C:8]([N:10]2[CH2:15][CH2:14][N:13]3[N:16]=[C:17]([CH2:20][O:21][C:22]4[CH:27]=[CH:26][CH:25]=[CH:24][CH:23]=4)[C:18]([B:28]([OH:31])[OH:29])=[C:12]3[CH2:11]2)=[O:9])=[CH:4][CH:3]=1, predict the reactants needed to synthesize it. The reactants are: [F:1][C:2]1[CH:7]=[CH:6][C:5]([C:8]([N:10]2[CH2:15][CH2:14][N:13]3[N:16]=[C:17]([CH2:20][O:21][C:22]4[CH:27]=[CH:26][CH:25]=[CH:24][CH:23]=4)[C:18](I)=[C:12]3[CH2:11]2)=[O:9])=[CH:4][CH:3]=1.[B:28](OC)([O:31]C)[O:29]C. (2) Given the product [F:12][C:5]1[CH:6]=[CH:7][C:8]([CH2:10][NH:20][CH2:14][CH2:15][CH2:16][CH2:17][CH2:18][CH3:19])=[CH:9][C:4]=1[C:3]([O:2][CH3:1])=[O:13], predict the reactants needed to synthesize it. The reactants are: [CH3:1][O:2][C:3](=[O:13])[C:4]1[CH:9]=[C:8]([CH:10]=O)[CH:7]=[CH:6][C:5]=1[F:12].[CH2:14]([NH2:20])[CH2:15][CH2:16][CH2:17][CH2:18][CH3:19].C(O[BH-](OC(=O)C)OC(=O)C)(=O)C.C(O)(=O)C.C([O-])(O)=O.[Na+]. (3) Given the product [Cl:1][C:2]1[CH:7]=[CH:6][C:5]([O:8][C:16]2[CH:23]=[CH:22][C:19]([C:20]#[N:21])=[CH:18][CH:17]=2)=[C:4]([C:9]2[CH:14]=[CH:13][N:12]=[N:11][CH:10]=2)[CH:3]=1, predict the reactants needed to synthesize it. The reactants are: [Cl:1][C:2]1[CH:7]=[CH:6][C:5]([OH:8])=[C:4]([C:9]2[CH:14]=[CH:13][N:12]=[N:11][CH:10]=2)[CH:3]=1.F[C:16]1[CH:23]=[CH:22][C:19]([C:20]#[N:21])=[CH:18][CH:17]=1. (4) Given the product [Br:1][C:2]1[CH:3]=[C:4]2[C:9](=[CH:10][CH:11]=1)[S:8][CH2:7][CH2:6][CH:5]2[O:12][Si:36]([C:33]([CH3:35])([CH3:34])[CH3:32])([CH3:38])[CH3:37], predict the reactants needed to synthesize it. The reactants are: [Br:1][C:2]1[CH:3]=[C:4]2[C:9](=[CH:10][CH:11]=1)[S:8][CH2:7][CH2:6][C:5]2=[O:12].[BH4-].[Na+].BrC1C=C2C(=CC=1)SCCC2O.N1C=CN=C1.[CH3:32][C:33]([Si:36](Cl)([CH3:38])[CH3:37])([CH3:35])[CH3:34]. (5) Given the product [NH2:19][C:20]1[CH:28]=[CH:27][C:23]([C:24]([NH:13][CH:10]2[CH2:11][CH2:12][N:7]([CH2:6][C:5]3[CH:14]=[CH:15][C:2]([Cl:1])=[C:3]([O:16][CH2:17][CH3:18])[CH:4]=3)[CH2:8][CH2:9]2)=[O:25])=[CH:22][N:21]=1, predict the reactants needed to synthesize it. The reactants are: [Cl:1][C:2]1[CH:15]=[CH:14][C:5]([CH2:6][N:7]2[CH2:12][CH2:11][CH:10]([NH2:13])[CH2:9][CH2:8]2)=[CH:4][C:3]=1[O:16][CH2:17][CH3:18].[NH2:19][C:20]1[CH:28]=[CH:27][C:23]([C:24](O)=[O:25])=[CH:22][N:21]=1.CCN=C=NCCCN(C)C.C([O-])(O)=O.[Na+]. (6) Given the product [O:20]1[CH2:21][CH2:22][O:23][CH2:24][CH:19]1[C:18]1[C:12]2[S:11][C:10]([NH:9][C:8]([N:39]3[CH2:40][CH2:41][C:36]([CH2:42][OH:43])([CH3:35])[CH2:37][CH2:38]3)=[O:27])=[N:14][C:13]=2[C:15]([O:25][CH3:26])=[CH:16][CH:17]=1, predict the reactants needed to synthesize it. The reactants are: C1(O[C:8](=[O:27])[NH:9][C:10]2[S:11][C:12]3[C:18]([CH:19]4[CH2:24][O:23][CH2:22][CH2:21][O:20]4)=[CH:17][CH:16]=[C:15]([O:25][CH3:26])[C:13]=3[N:14]=2)C=CC=CC=1.FC(F)(F)C(O)=O.[CH3:35][C:36]1([CH2:42][OH:43])[CH2:41][CH2:40][NH:39][CH2:38][CH2:37]1.C(N(C(C)C)C(C)C)C. (7) Given the product [C:24]([N:32]1[CH2:45][CH2:44][C:43]2[C:42]3[C:41]([B:46]4[O:47][C:48]([CH3:54])([CH3:53])[C:49]([CH3:52])([CH3:51])[O:50]4)=[CH:40][CH:39]=[CH:38][C:37]=3[NH:36][C:35]=2[CH2:34][CH2:33]1)(=[O:31])[C:25]1[CH:30]=[CH:29][CH:28]=[CH:27][CH:26]=1, predict the reactants needed to synthesize it. The reactants are: C(N1CCC2C3C(Br)=CC=CC=3NC=2CC1)(=O)C1C=CC=CC=1.[C:24]([N:32]1[CH2:45][CH2:44][C:43]2[C:42]3[C:41]([B:46]4[O:50][C:49]([CH3:52])([CH3:51])[C:48]([CH3:54])([CH3:53])[O:47]4)=[CH:40][CH:39]=[CH:38][C:37]=3[NH:36][C:35]=2[CH2:34][CH2:33]1)(=[O:31])[C:25]1[CH:30]=[CH:29][CH:28]=[CH:27][CH:26]=1.CCN(CC)CC.CC1(C)C(C)(C)OBO1.